The task is: Binary Classification. Given a miRNA mature sequence and a target amino acid sequence, predict their likelihood of interaction.. This data is from Experimentally validated miRNA-target interactions with 360,000+ pairs, plus equal number of negative samples. (1) The miRNA is hsa-miR-29a-3p with sequence UAGCACCAUCUGAAAUCGGUUA. The protein sequence of the target gene is MKRGIRRDPFRKRKLGGRAKKVREPTAVNSFYREASLPSVWASLRRREMVRSGARPGQVLSSGRHTGPAKLTNGKKATYLRKIPRFNADSGYSIHSDSESQAETVHGLDGCASLLRDILRNEDSGSETAYLENRSNSRPLESKRYGSKKKRHEKHTIPLVVQKETSSSDNKKQIPNEASARSERDTSDLEQNWSLQDHYRMYSPIIYQALCEHVQTQMSLMNDLTSKNIPNGIPAVPCHAPSHSESQATPHSSYGLCTSTPVWSLQRPPCPPKVHSEVQTDGNSQFASQGKTVSATCTDV.... Result: 1 (interaction). (2) The miRNA is mmu-miR-3078-5p with sequence CAAAGCCUAGACUGCAGCUACCU. Result: 0 (no interaction). The protein sequence of the target gene is MSVDPMTYEAQFFGFTPQTCMLRIYIAFQDYLFEVMQAVEQVILKKLDGIPDCDISPVQIRKCTEKFLCFMKGHFDNLFSKMEQLFLQLILRIPSNILLPEDKCKETPYSEEDFQHLQKEIEQLQEKYKTELCTKQALLAELEEQKIVQAKLKQTLTFFDELHNVGRDHGTSDFRESLVSLVQNSRKLQNIRDNVEKESKRLKIS. (3) The miRNA is hsa-miR-23b-3p with sequence AUCACAUUGCCAGGGAUUACCAC. The protein sequence of the target gene is MAAAAAAAVAGVGRGGGGAEPRQERSRARGWAGVERSEGRRMEPGEELEEEGSPGGREDGFTAEHLAAEAMAADMDPWLVFDARTTPATELDAWLAKYPPSQVTRYGDPGSPNSEPVGWIAVYGQGYSPNSGDVQGLQAAWEALQTSGRPITPGTLRQLAITHHVLSGKWLMHLAPGFKLDHAWAGIARAVVEGQLQVAKVSPRAKEGGRQVICVYTDDFTDRLGVLEADSAIRAAGIKCLLTYKPDVYTYLGIYRANRWHLCPTLYESRFQLGGSARGSRVLDRANNVELT. Result: 1 (interaction). (4) The miRNA is hsa-miR-5001-3p with sequence UUCUGCCUCUGUCCAGGUCCUU. The protein sequence of the target gene is MRRQWGSAMRAAEQAGCMVSASRAGQPEAGPWSCSGVILSRSPGLVLCHGGIFVPFLRAGSEVLTAAGAVFLPGDSCRDDLRLHVQWAPTAAGPGGGAERGRPGLCTPQCASLEPGPPAPSRGRPLQPRLPAELLLLLSCPAFWAHFARLFGDEAAEQWRFSSAARDDEVSEDEEADQLRALGWFALLGVRLGQEEVEEERGPAMAVSPLGAVPKGAPLLVCGSPFGAFCPDIFLNTLSCGVLSNVAGPLLLTDARCLPGTEGGGVFTARPAGALVALVVAPLCWKAGEWVGFTLLCAAA.... Result: 0 (no interaction). (5) The protein sequence of the target gene is MEPAGPAPGRLGPLLLCLLLSASCFCTGATGKELKVTQPEKSVSVAAGDSTVLNCTLTSLLPVGPIRWYRGVGPSRLLIYSFAGEYVPRIRNVSDTTKRNNMDFSIRISNVTPADAGIYYCVKFQKGSSEPDTEIQSGGGTEVYVLAKPSPPEVSGPADRGIPDQKVNFTCKSHGFSPRNITLKWFKDGQELHPLETTVNPSGKNVSYNISSTVRVVLNSMDVNSKVICEVAHITLDRSPLRGIANLSNFIRVSPTVKVTQQSPTSMNQVNLTCRAERFYPEDLQLIWLENGNVSRNDTP.... Result: 0 (no interaction). The miRNA is hsa-miR-6796-5p with sequence UUGUGGGGUUGGAGAGCUGGCUG. (6) The miRNA is hsa-miR-6809-5p with sequence UGGCAAGGAAAGAAGAGGAUCA. The protein sequence of the target gene is MASPLPSGFPARRNSRLDVFLRRHLPPEVYDAVRAYEPCIVVSNSENHILKYVVLSDRLVYLTENPPKSIRRVVALRDVVAIDLIDDYPEFLSSPDREISQHIRIIYSSTVLKKECKKSNSVRKFLFPFHHTKANNKKVKEEKNGLAFWRSKESRSLKESPLRDQQESSTPSKDSTLCPRPGLKKLSLHGQGAFRPLPSPSRRSSQSAPTTGKAVSEPSCTTNTKEPQGLPDHNSISEIPFKCNGNGNEFYLGNSLLDSPSQSNSNLEKKESELHLYVISTTSSIFLHLKSSWNNYIIKA.... Result: 0 (no interaction).